Dataset: Forward reaction prediction with 1.9M reactions from USPTO patents (1976-2016). Task: Predict the product of the given reaction. (1) Given the reactants [C:1](#[N:4])[CH:2]=[CH2:3].Br[C:6]1[C:7]([CH3:20])=[N:8][N:9]([C:11]2[CH:16]=[CH:15][N:14]=[C:13]3[NH:17][CH:18]=[CH:19][C:12]=23)[CH:10]=1.C(N(CC)CC)C.CN(C=O)C, predict the reaction product. The product is: [CH3:20][C:7]1[C:6](/[CH:3]=[CH:2]/[C:1]#[N:4])=[CH:10][N:9]([C:11]2[CH:16]=[CH:15][N:14]=[C:13]3[NH:17][CH:18]=[CH:19][C:12]=23)[N:8]=1. (2) The product is: [CH3:1][O:2][C:3]1[CH:4]=[C:5]([NH:15][C:17]2[N:22]=[C:21]([N:23]3[CH2:24][CH2:25][CH:26]([OH:29])[CH2:27][CH2:28]3)[CH:20]=[C:19]([CH3:30])[N:18]=2)[CH:6]=[CH:7][C:8]=1[N:9]1[CH:13]=[C:12]([CH3:14])[N:11]=[CH:10]1. Given the reactants [CH3:1][O:2][C:3]1[CH:4]=[C:5]([NH2:15])[CH:6]=[CH:7][C:8]=1[N:9]1[CH:13]=[C:12]([CH3:14])[N:11]=[CH:10]1.Cl[C:17]1[N:22]=[C:21]([N:23]2[CH2:28][CH2:27][CH:26]([OH:29])[CH2:25][CH2:24]2)[CH:20]=[C:19]([CH3:30])[N:18]=1, predict the reaction product.